From a dataset of Reaction yield outcomes from USPTO patents with 853,638 reactions. Predict the reaction yield, written as a fraction of the theoretical maximum amount of product (1.0 means a 100% yield; for example, 0.34 means a 34% yield). (1) The reactants are [C:1]([C:3]1[C:4]([S:22][CH:23]([C:28]2[CH:33]=[CH:32][CH:31]=[CH:30][CH:29]=2)[C:24]([O:26]C)=O)=[N:5][C:6]([C:17]2[S:18][CH:19]=[CH:20][CH:21]=2)=[CH:7][C:8]=1[C:9]1[CH:14]=[CH:13][C:12]([O:15][CH3:16])=[CH:11][CH:10]=1)#[N:2].[NH2:34][OH:35].[OH-].[Na+]. The catalyst is C1COCC1.O. The product is [C:1]([C:3]1[C:4]([S:22][CH:23]([C:28]2[CH:33]=[CH:32][CH:31]=[CH:30][CH:29]=2)[C:24]([NH:34][OH:35])=[O:26])=[N:5][C:6]([C:17]2[S:18][CH:19]=[CH:20][CH:21]=2)=[CH:7][C:8]=1[C:9]1[CH:10]=[CH:11][C:12]([O:15][CH3:16])=[CH:13][CH:14]=1)#[N:2]. The yield is 0.500. (2) The reactants are [Cl:1][C:2]1[C:11]2[N:10]=[C:9]([C:12]3[N:13]([C:21]4[C:26]([Cl:27])=[CH:25][CH:24]=[CH:23][N:22]=4)[N:14]=[C:15]([C:17]([F:20])([F:19])[F:18])[CH:16]=3)[O:8][C:7](=[O:28])[C:6]=2[CH:5]=[C:4]2[NH:29][CH:30]=[N:31][C:3]=12.[CH:32]([NH2:35])([CH3:34])[CH3:33]. No catalyst specified. The product is [CH:32]([NH:35][C:7]([C:6]1[C:11]([NH:10][C:9]([C:12]2[N:13]([C:21]3[C:26]([Cl:27])=[CH:25][CH:24]=[CH:23][N:22]=3)[N:14]=[C:15]([C:17]([F:19])([F:20])[F:18])[CH:16]=2)=[O:8])=[C:2]([Cl:1])[C:3]2[N:31]=[CH:30][NH:29][C:4]=2[CH:5]=1)=[O:28])([CH3:34])[CH3:33]. The yield is 0.500. (3) The reactants are [C:1](#[N:5])[CH2:2][C:3]#[N:4].[CH:6]([C:8]1[CH:16]=[C:12]([C:13]([OH:15])=[O:14])[C:11]([OH:17])=[CH:10][CH:9]=1)=O.C(N)C1C=CC=CC=1. The catalyst is C(O)C. The product is [C:3]([C:2]([C:1]#[N:5])=[CH:6][C:8]1[CH:9]=[CH:10][C:11]([OH:17])=[C:12]([CH:16]=1)[C:13]([OH:15])=[O:14])#[N:4]. The yield is 0.327. (4) The reactants are C1[O:9][C:8]2[CH:7]=[CH:6][C:5]([C:10]([C:12]([C:14]3[CH:19]=[CH:18][C:17]4[O:20]C[O:22][C:16]=4[CH:15]=3)=[O:13])=[O:11])=[CH:4][C:3]=2[O:2]1.B(Br)(Br)Br.CO. The catalyst is C(Cl)Cl. The product is [OH:2][C:3]1[CH:4]=[C:5]([C:10]([C:12]([C:14]2[CH:19]=[CH:18][C:17]([OH:20])=[C:16]([OH:22])[CH:15]=2)=[O:13])=[O:11])[CH:6]=[CH:7][C:8]=1[OH:9]. The yield is 0.470. (5) The reactants are Br[CH2:2][C:3]1[N:13]([CH2:14][C:15]([CH3:18])([CH3:17])[CH3:16])[C:6]2[N:7]=[C:8]([C:11]#[N:12])[N:9]=[CH:10][C:5]=2[CH:4]=1.[NH:19]1[CH:23]=[N:22][N:21]=[N:20]1.C([O-])([O-])=O.[K+].[K+]. The catalyst is CN(C=O)C.O. The product is [CH3:16][C:15]([CH3:18])([CH3:17])[CH2:14][N:13]1[C:6]2[N:7]=[C:8]([C:11]#[N:12])[N:9]=[CH:10][C:5]=2[CH:4]=[C:3]1[CH2:2][N:19]1[CH:23]=[N:22][N:21]=[N:20]1. The yield is 0.450. (6) The reactants are [C:1]([N:4]1[C:12]2[C:7](=[C:8]([CH3:21])[C:9]([CH2:15][C:16]([O:18][CH2:19][CH3:20])=[O:17])=[C:10]([CH3:14])[C:11]=2[NH2:13])[CH2:6][CH2:5]1)(=[O:3])[CH3:2].C(N(C(C)C)CC)(C)C.[C:31](Cl)(=[O:36])[C:32]([CH3:35])([CH3:34])[CH3:33].C(OCC)(=O)C. The catalyst is ClCCl. The product is [C:1]([N:4]1[C:12]2[C:7](=[C:8]([CH3:21])[C:9]([CH2:15][C:16]([O:18][CH2:19][CH3:20])=[O:17])=[C:10]([CH3:14])[C:11]=2[NH:13][C:31](=[O:36])[C:32]([CH3:35])([CH3:34])[CH3:33])[CH2:6][CH2:5]1)(=[O:3])[CH3:2]. The yield is 0.760. (7) The reactants are O[NH:2][C:3]([C:5]1[CH:29]=[CH:28][C:8]([O:9][CH:10]([C:15]2[CH:20]=[CH:19][C:18]([O:21][CH:22]([CH3:24])[CH3:23])=[C:17]([O:25][CH2:26][CH3:27])[CH:16]=2)[C:11]([O:13][CH3:14])=[O:12])=[CH:7][CH:6]=1)=[NH:4].C(OC(=O)C)(=O)C.[H][H]. The catalyst is C(O)(=O)C.[Pd]. The product is [C:11]([OH:13])(=[O:12])[CH3:10].[C:3]([C:5]1[CH:6]=[CH:7][C:8]([O:9][CH:10]([C:15]2[CH:20]=[CH:19][C:18]([O:21][CH:22]([CH3:23])[CH3:24])=[C:17]([O:25][CH2:26][CH3:27])[CH:16]=2)[C:11]([O:13][CH3:14])=[O:12])=[CH:28][CH:29]=1)(=[NH:2])[NH2:4]. The yield is 1.00. (8) The reactants are [CH3:1][O:2][C:3](=[O:28])[C@H:4]([CH2:13][CH2:14][C@@H:15]([N:25]=[N+:26]=[N-:27])[CH2:16][O:17][Si](C(C)(C)C)(C)C)[NH:5][C:6]([O:8][C:9]([CH3:12])([CH3:11])[CH3:10])=[O:7].[F-].C([N+](CCCC)(CCCC)CCCC)CCC. The catalyst is O1CCCC1. The product is [CH3:1][O:2][C:3](=[O:28])[C@H:4]([CH2:13][CH2:14][C@@H:15]([N:25]=[N+:26]=[N-:27])[CH2:16][OH:17])[NH:5][C:6]([O:8][C:9]([CH3:12])([CH3:10])[CH3:11])=[O:7]. The yield is 0.920.